From a dataset of Peptide-MHC class I binding affinity with 185,985 pairs from IEDB/IMGT. Regression. Given a peptide amino acid sequence and an MHC pseudo amino acid sequence, predict their binding affinity value. This is MHC class I binding data. (1) The peptide sequence is RRHRILDTYL. The MHC is Mamu-B03 with pseudo-sequence Mamu-B03. The binding affinity (normalized) is 0.723. (2) The peptide sequence is IPASLDSWWTSL. The MHC is H-2-Ld with pseudo-sequence H-2-Ld. The binding affinity (normalized) is 0.215. (3) The peptide sequence is KVALYRRIQR. The MHC is HLA-A68:01 with pseudo-sequence HLA-A68:01. The binding affinity (normalized) is 0.610. (4) The peptide sequence is LPYEGGAAL. The MHC is HLA-A31:01 with pseudo-sequence HLA-A31:01. The binding affinity (normalized) is 0. (5) The peptide sequence is AGGDIWVTR. The MHC is HLA-A11:01 with pseudo-sequence HLA-A11:01. The binding affinity (normalized) is 0.186.